This data is from Forward reaction prediction with 1.9M reactions from USPTO patents (1976-2016). The task is: Predict the product of the given reaction. (1) Given the reactants [NH:1]1[C:9]2[C:4](=[CH:5][CH:6]=[CH:7][CH:8]=2)[C:3]([C:10]2[NH:14][C:13]3[CH:15]=[CH:16][C:17]([C:19]([OH:21])=O)=[CH:18][C:12]=3[N:11]=2)=[N:2]1.[CH3:22][NH2:23], predict the reaction product. The product is: [CH3:22][NH:23][C:19]([C:17]1[CH:16]=[CH:15][C:13]2[NH:14][C:10]([C:3]3[C:4]4[C:9](=[CH:8][CH:7]=[CH:6][CH:5]=4)[NH:1][N:2]=3)=[N:11][C:12]=2[CH:18]=1)=[O:21]. (2) Given the reactants [Cl:1][C:2]1[N:3]=[CH:4][NH:5][C:6]=1[Cl:7].[OH-:8].[K+].[Br:10][CH2:11][C:12]1[CH:25]=[CH:24][C:23]2[C:22](=[O:26])[C:21]3[C:16](=[CH:17][CH:18]=[CH:19][CH:20]=3)[C:15](=[O:27])[C:14]=2[CH:13]=1, predict the reaction product. The product is: [Br-:10].[CH3:11][C:12]1[CH:25]=[CH:24][C:23]2[C:22](=[O:26])[C:21]3[C:16](=[CH:17][CH:18]=[CH:19][CH:20]=3)[C:15](=[O:27])[C:14]=2[C:13]=1[N+:3]1[C:2]([Cl:1])=[C:6]([Cl:7])[N:5]([C:13]2[C:14]3[C:15](=[O:8])[C:16]4[C:21](=[CH:20][CH:19]=[CH:18][CH:17]=4)[C:22](=[O:26])[C:23]=3[CH:24]=[CH:25][C:12]=2[CH3:11])[CH:4]=1. (3) Given the reactants Cl[C:2]1[CH:3]=[CH:4][C:5]2[N:11]3[CH2:12][C@H:8]([CH2:9][CH2:10]3)[N:7]([C:13]([NH:15][C:16]3[CH:21]=[N:20][CH:19]=[CH:18][N:17]=3)=[O:14])[C:6]=2[N:22]=1.[CH3:23][CH:24]1[NH:29][CH2:28][CH2:27][N:26]([C:30]([O:32][C:33]([CH3:36])([CH3:35])[CH3:34])=[O:31])[CH2:25]1.C([O-])([O-])=O.[Cs+].[Cs+].CC(C1C=C(C(C)C)C(C2C=CC=CC=2P(C2CCCCC2)C2CCCCC2)=C(C(C)C)C=1)C, predict the reaction product. The product is: [CH3:23][CH:24]1[N:29]([C:2]2[CH:3]=[CH:4][C:5]3[N:11]4[CH2:12][C@H:8]([CH2:9][CH2:10]4)[N:7]([C:13](=[O:14])[NH:15][C:16]4[CH:21]=[N:20][CH:19]=[CH:18][N:17]=4)[C:6]=3[N:22]=2)[CH2:28][CH2:27][N:26]([C:30]([O:32][C:33]([CH3:34])([CH3:36])[CH3:35])=[O:31])[CH2:25]1. (4) Given the reactants [Cl:1][C:2]1[CH:7]=[C:6]([Cl:8])[CH:5]=[C:4]([CH3:9])[C:3]=1[NH:10][C:11]1[N:15]([CH2:16][CH2:17]O)[C:14]2[C:19]([C:23]([O:25][CH3:26])=[O:24])=[CH:20][CH:21]=[CH:22][C:13]=2[N:12]=1.C(N(CC)CC)C.CS(Cl)(=O)=O, predict the reaction product. The product is: [Cl:1][C:2]1[CH:7]=[C:6]([Cl:8])[CH:5]=[C:4]([CH3:9])[C:3]=1[N:10]1[C:11]2=[N:12][C:13]3[C:14](=[C:19]([C:23]([O:25][CH3:26])=[O:24])[CH:20]=[CH:21][CH:22]=3)[N:15]2[CH2:16][CH2:17]1. (5) Given the reactants [N:1]1[CH:6]=[CH:5][C:4]([CH3:7])=[CH:3][CH:2]=1.[Li+].CC([N-]C(C)C)C.C(NC(C)C)(C)C.[Li]CCCC.CN([C:32]([C:34]1[CH:43]=[CH:42][C:41]2[C:36](=[CH:37][CH:38]=[CH:39][CH:40]=2)[CH:35]=1)=[O:33])OC.[Cl-].[NH4+], predict the reaction product. The product is: [N:1]1[CH:6]=[CH:5][C:4]([CH2:7][C:32]([C:34]2[CH:43]=[CH:42][C:41]3[C:36](=[CH:37][CH:38]=[CH:39][CH:40]=3)[CH:35]=2)=[O:33])=[CH:3][CH:2]=1. (6) Given the reactants Br[C:2]1[N:6]2[N:7]=[C:8]([Cl:12])[CH:9]=[C:10](Br)[C:5]2=[N:4][CH:3]=1.[CH3:13][C:14]1[CH:19]=[CH:18][N:17]=[CH:16][C:15]=1B(O)O.[O-]P([O-])([O-])=O.[K+].[K+].[K+], predict the reaction product. The product is: [Cl:12][C:8]1[CH:9]=[C:10]([C:15]2[CH:16]=[N:17][CH:18]=[CH:19][C:14]=2[CH3:13])[C:5]2[N:6]([C:2]([C:15]3[CH:16]=[N:17][CH:18]=[CH:19][C:14]=3[CH3:13])=[CH:3][N:4]=2)[N:7]=1. (7) Given the reactants [Cl:1][C:2]1[CH:3]=[C:4]([S:9]([NH:12][CH2:13][C:14]2([C:20]3[CH:25]=[CH:24][C:23]([I:26])=[CH:22][CH:21]=3)[CH2:19][CH2:18][NH:17][CH2:16][CH2:15]2)(=[O:11])=[O:10])[CH:5]=[CH:6][C:7]=1[F:8].[CH:27]1([CH:30]=O)[CH2:29][CH2:28]1.CC(O)=O.[BH-](OC(C)=O)(OC(C)=O)OC(C)=O.[Na+], predict the reaction product. The product is: [Cl:1][C:2]1[CH:3]=[C:4]([S:9]([NH:12][CH2:13][C:14]2([C:20]3[CH:21]=[CH:22][C:23]([I:26])=[CH:24][CH:25]=3)[CH2:15][CH2:16][N:17]([CH2:30][CH:27]3[CH2:29][CH2:28]3)[CH2:18][CH2:19]2)(=[O:11])=[O:10])[CH:5]=[CH:6][C:7]=1[F:8]. (8) Given the reactants [Cl:1][C:2]1[NH:10][C:9]2[C:8](=[O:11])[N:7]([CH2:12][CH2:13][CH2:14][OH:15])[C:6](=[O:16])[N:5]([CH2:17][CH2:18][CH2:19][CH2:20][CH3:21])[C:4]=2[N:3]=1.C1N=CN([C:27]([N:29]2C=N[CH:31]=[CH:30]2)=[O:28])C=1.[CH3:34][C:35]1[CH:36]=[C:37](C=C[CH:42]=1)[CH2:38]N.CNCC1C=CC=CC=1, predict the reaction product. The product is: [CH3:42][C:35]1[CH:34]=[C:31]([CH2:30][NH:29][C:27](=[O:28])[O:15][CH2:14][CH2:13][CH2:12][N:7]2[C:8](=[O:11])[C:9]3[NH:10][C:2]([Cl:1])=[N:3][C:4]=3[N:5]([CH2:17][CH2:18][CH2:19][CH2:20][CH3:21])[C:6]2=[O:16])[CH:38]=[CH:37][CH:36]=1.